From a dataset of Forward reaction prediction with 1.9M reactions from USPTO patents (1976-2016). Predict the product of the given reaction. Given the reactants [NH2:1][C:2]1[N:11]=[C:10](O)[C:9]2[CH2:8][CH2:7][CH2:6][CH2:5][C:4]=2[N:3]=1.P(Cl)(Cl)([Cl:15])=O, predict the reaction product. The product is: [Cl:15][C:10]1[C:9]2[CH2:8][CH2:7][CH2:6][CH2:5][C:4]=2[N:3]=[C:2]([NH2:1])[N:11]=1.